Dataset: Reaction yield outcomes from USPTO patents with 853,638 reactions. Task: Predict the reaction yield, written as a fraction of the theoretical maximum amount of product (1.0 means a 100% yield; for example, 0.34 means a 34% yield). (1) The reactants are O1CCCC1.[NH2:6][C:7]1[C:12]([C:13]2[O:17][N:16]=[C:15]([CH2:18][C:19]3[CH:24]=[CH:23][C:22]([OH:25])=[CH:21][CH:20]=3)[CH:14]=2)=[CH:11][CH:10]=[C:9]([NH2:26])[N:8]=1.[OH-].[Na+].Cl[CH2:30][C:31]1[CH:36]=[CH:35][CH:34]=[C:33]([O:37][CH3:38])[N:32]=1. The catalyst is CN(C)C=O. The product is [CH3:38][O:37][C:33]1[N:32]=[C:31]([CH2:30][O:25][C:22]2[CH:23]=[CH:24][C:19]([CH2:18][C:15]3[CH:14]=[C:13]([C:12]4[C:7]([NH2:6])=[N:8][C:9]([NH2:26])=[CH:10][CH:11]=4)[O:17][N:16]=3)=[CH:20][CH:21]=2)[CH:36]=[CH:35][CH:34]=1. The yield is 0.610. (2) The reactants are [CH3:1][C:2]1([C:17]([O:19][CH3:20])=[O:18])[CH2:7][CH2:6][N:5]([C:8]2[CH:13]=[CH:12][C:11]([N+:14]([O-])=O)=[CH:10][N:9]=2)[CH2:4][CH2:3]1.CCO. The catalyst is [Pd].C1COCC1. The product is [NH2:14][C:11]1[CH:12]=[CH:13][C:8]([N:5]2[CH2:6][CH2:7][C:2]([CH3:1])([C:17]([O:19][CH3:20])=[O:18])[CH2:3][CH2:4]2)=[N:9][CH:10]=1. The yield is 1.00.